Dataset: Forward reaction prediction with 1.9M reactions from USPTO patents (1976-2016). Task: Predict the product of the given reaction. Given the reactants [CH2:1]([N:8]1[CH2:13][CH2:12][C@@H:11]([CH3:14])[C@@H:10]([N:15]2[C:19]3=[C:20]4[CH:26]=[CH:25][N:24]([CH2:27][O:28][CH2:29][CH2:30][Si:31]([CH3:34])([CH3:33])[CH3:32])[C:21]4=[N:22][CH:23]=[C:18]3[CH:17]=[CH:16]2)[CH2:9]1)[C:2]1[CH:7]=[CH:6][CH:5]=[CH:4][CH:3]=1.[I-].[CH2:36]=[N+:37]=[CH2:38].[C:39](=O)([O-])O.[Na+], predict the reaction product. The product is: [CH2:1]([N:8]1[CH2:13][CH2:12][C@@H:11]([CH3:14])[C@@H:10]([N:15]2[C:19]3=[C:20]4[C:26]([CH2:36][N:37]([CH3:39])[CH3:38])=[CH:25][N:24]([CH2:27][O:28][CH2:29][CH2:30][Si:31]([CH3:33])([CH3:32])[CH3:34])[C:21]4=[N:22][CH:23]=[C:18]3[CH:17]=[CH:16]2)[CH2:9]1)[C:2]1[CH:3]=[CH:4][CH:5]=[CH:6][CH:7]=1.